This data is from Forward reaction prediction with 1.9M reactions from USPTO patents (1976-2016). The task is: Predict the product of the given reaction. (1) Given the reactants CN(C)C=[N:4][S:5]([C:8]1[CH:9]=[N:10][C:11]([N:14]2[C:18](Cl)=[C:17]([C:20]#[N:21])[C:16]([C:22]([F:25])([F:24])[F:23])=[N:15]2)=[CH:12][CH:13]=1)(=[O:7])=[O:6].[CH3:27][C:28]([CH3:32])([CH3:31])[CH2:29][OH:30].[F-].[Cs+].Cl, predict the reaction product. The product is: [C:20]([C:17]1[C:16]([C:22]([F:24])([F:23])[F:25])=[N:15][N:14]([C:11]2[N:10]=[CH:9][C:8]([S:5]([NH2:4])(=[O:6])=[O:7])=[CH:13][CH:12]=2)[C:18]=1[O:30][CH2:29][C:28]([CH3:32])([CH3:31])[CH3:27])#[N:21]. (2) Given the reactants [C:1]([O:5][C:6]([C:8]1[CH:13]=[CH:12][C:11]([O:14][C:15]2[CH:20]=[CH:19][C:18]([NH2:21])=[CH:17][CH:16]=2)=[CH:10][N:9]=1)=[O:7])([CH3:4])([CH3:3])[CH3:2].[OH-].[Na+].[CH3:24][C:25]([O:28][C:29](O[C:29]([O:28][C:25]([CH3:27])([CH3:26])[CH3:24])=[O:30])=[O:30])([CH3:27])[CH3:26], predict the reaction product. The product is: [C:1]([O:5][C:6]([C:8]1[CH:13]=[CH:12][C:11]([O:14][C:15]2[CH:16]=[CH:17][C:18]([NH:21][C:29]([O:28][C:25]([CH3:27])([CH3:26])[CH3:24])=[O:30])=[CH:19][CH:20]=2)=[CH:10][N:9]=1)=[O:7])([CH3:4])([CH3:2])[CH3:3]. (3) The product is: [CH:1]([C:4]1[N:5]=[C:6]([CH2:9][CH2:10][C:11]2[CH:41]=[CH:40][N:14]3[C:15](=[O:39])[C:16]([C:25]4[NH:29][N:28]=[N:27][N:26]=4)=[C:17]([N:19]4[CH2:24][CH2:23][O:22][CH2:21][CH2:20]4)[N:18]=[C:13]3[CH:12]=2)[S:7][CH:8]=1)([CH3:3])[CH3:2]. Given the reactants [CH:1]([C:4]1[N:5]=[C:6]([CH2:9][CH2:10][C:11]2[CH:41]=[CH:40][N:14]3[C:15](=[O:39])[C:16]([C:25]4[N:29](CC5C=CC(OC)=CC=5)[N:28]=[N:27][N:26]=4)=[C:17]([N:19]4[CH2:24][CH2:23][O:22][CH2:21][CH2:20]4)[N:18]=[C:13]3[CH:12]=2)[S:7][CH:8]=1)([CH3:3])[CH3:2].C1(OC)C=CC=CC=1, predict the reaction product. (4) Given the reactants O(S(C(F)(F)F)(=O)=O)S(C(F)(F)F)(=O)=O.[C:16]([NH:19][NH:20][C:21]([C@@H:23]1[CH2:29][CH2:28][C@@H:27]2[CH2:30][N:24]1[C:25](=[O:39])[N:26]2[O:31][CH2:32][C:33]1[CH:38]=[CH:37][CH:36]=[CH:35][CH:34]=1)=[O:22])(=O)[CH3:17].N1C=CC=CC=1, predict the reaction product. The product is: [CH2:32]([O:31][N:26]1[C:25](=[O:39])[N:24]2[CH2:30][C@H:27]1[CH2:28][CH2:29][C@H:23]2[C:21]1[O:22][C:16]([CH3:17])=[N:19][N:20]=1)[C:33]1[CH:38]=[CH:37][CH:36]=[CH:35][CH:34]=1. (5) Given the reactants [F:1][C:2]1[CH:3]=[CH:4][C:5]([C:8]2[N:12]=[C:11]([C:13]3[CH:18]=[C:17]([F:19])[CH:16]=[C:15](Br)[CH:14]=3)[O:10][N:9]=2)=[N:6][CH:7]=1.B1([C:27]2[CH:32]=[CH:31][CH:30]=[N:29][CH:28]=2)OCCCO1.COCCOC.C(=O)([O-])[O-].[Na+].[Na+], predict the reaction product. The product is: [F:1][C:2]1[CH:3]=[CH:4][C:5]([C:8]2[N:12]=[C:11]([C:13]3[CH:14]=[C:15]([C:27]4[CH:28]=[N:29][CH:30]=[CH:31][CH:32]=4)[CH:16]=[C:17]([F:19])[CH:18]=3)[O:10][N:9]=2)=[N:6][CH:7]=1. (6) The product is: [CH2:1]([C@@H:8]([C:9]([NH:32][C:29]1[S:30][CH:31]=[C:27]([CH2:20][C:21]2[CH:22]=[CH:23][CH:24]=[CH:25][CH:26]=2)[N:28]=1)=[O:11])[CH2:12][C:13]([OH:15])=[O:14])[C:2]1[CH:3]=[CH:4][CH:5]=[CH:6][CH:7]=1. Given the reactants [CH2:1]([C@H:8]([CH2:12][C:13]([O:15]C(C)(C)C)=[O:14])[C:9]([OH:11])=O)[C:2]1[CH:7]=[CH:6][CH:5]=[CH:4][CH:3]=1.[CH2:20]([C:27]1[N:28]=[C:29]([NH2:32])[S:30][CH:31]=1)[C:21]1[CH:26]=[CH:25][CH:24]=[CH:23][CH:22]=1, predict the reaction product. (7) Given the reactants Cl[C:2]1[N:7]=[C:6]([C:8]2[C:16]3[C:11](=[CH:12][CH:13]=[CH:14][CH:15]=3)[NH:10][CH:9]=2)[C:5]([C:17]([F:20])([F:19])[F:18])=[CH:4][N:3]=1.[CH3:21][O:22][C:23]1[CH:29]=[C:28]([N:30]2[CH2:35][CH2:34][CH:33]([N:36]3[CH2:41][CH2:40][N:39]([CH3:42])[CH2:38][CH2:37]3)[CH2:32][CH2:31]2)[CH:27]=[CH:26][C:24]=1[NH2:25], predict the reaction product. The product is: [NH:10]1[C:11]2[C:16](=[CH:15][CH:14]=[CH:13][CH:12]=2)[C:8]([C:6]2[C:5]([C:17]([F:20])([F:19])[F:18])=[CH:4][N:3]=[C:2]([NH:25][C:24]3[CH:26]=[CH:27][C:28]([N:30]4[CH2:35][CH2:34][CH:33]([N:36]5[CH2:37][CH2:38][N:39]([CH3:42])[CH2:40][CH2:41]5)[CH2:32][CH2:31]4)=[CH:29][C:23]=3[O:22][CH3:21])[N:7]=2)=[CH:9]1. (8) Given the reactants [CH2:1]([C:7]1[CH:11]=[CH:10][S:9][CH:8]=1)[CH2:2][CH2:3][CH2:4][CH2:5][CH3:6].[Br:12]N1C(=O)CCC1=O.O.CCCCCC, predict the reaction product. The product is: [Br:12][C:8]1[S:9][CH:10]=[CH:11][C:7]=1[CH2:1][CH2:2][CH2:3][CH2:4][CH2:5][CH3:6].